This data is from Full USPTO retrosynthesis dataset with 1.9M reactions from patents (1976-2016). The task is: Predict the reactants needed to synthesize the given product. (1) Given the product [F:33][C:29]1[CH:28]=[C:27]2[C:32]([C:23]([NH:15][C:14]3[CH:13]=[C:12]([N:16]4[CH2:21][CH2:20][O:19][CH2:18][CH2:17]4)[N:11]=[CH:10][C:9]=3[C:5]3[CH:6]=[N:7][CH:8]=[C:3]([O:2][CH3:1])[CH:4]=3)=[C:24]([CH3:40])[C:25]([C:34]3[CH:39]=[CH:38][CH:37]=[CH:36][N:35]=3)=[N:26]2)=[CH:31][CH:30]=1, predict the reactants needed to synthesize it. The reactants are: [CH3:1][O:2][C:3]1[CH:4]=[C:5]([C:9]2[CH:10]=[N:11][C:12]([N:16]3[CH2:21][CH2:20][O:19][CH2:18][CH2:17]3)=[CH:13][C:14]=2[NH2:15])[CH:6]=[N:7][CH:8]=1.Cl[C:23]1[C:32]2[C:27](=[CH:28][C:29]([F:33])=[CH:30][CH:31]=2)[N:26]=[C:25]([C:34]2[CH:39]=[CH:38][CH:37]=[CH:36][N:35]=2)[C:24]=1[CH3:40].C1(P(C2CCCCC2)C2C=CC=CC=2C2C(C(C)C)=CC(C(C)C)=CC=2C(C)C)CCCCC1.CC(C)([O-])C.[Na+]. (2) Given the product [Br:8][C:5]1[N:6]=[CH:7][C:2]2[N:1]=[CH:23][N:9]([CH:10]3[CH2:15][CH2:14][CH2:13][N:12]([C:16]([O:18][C:19]([CH3:22])([CH3:21])[CH3:20])=[O:17])[CH2:11]3)[C:3]=2[CH:4]=1, predict the reactants needed to synthesize it. The reactants are: [NH2:1][C:2]1[C:3]([NH:9][CH:10]2[CH2:15][CH2:14][CH2:13][N:12]([C:16]([O:18][C:19]([CH3:22])([CH3:21])[CH3:20])=[O:17])[CH2:11]2)=[CH:4][C:5]([Br:8])=[N:6][CH:7]=1.[CH:23](OCC)(OCC)OCC.